From a dataset of Peptide-MHC class II binding affinity with 134,281 pairs from IEDB. Regression. Given a peptide amino acid sequence and an MHC pseudo amino acid sequence, predict their binding affinity value. This is MHC class II binding data. (1) The peptide sequence is YDKALANVSTVLTGK. The MHC is DRB1_0401 with pseudo-sequence DRB1_0401. The binding affinity (normalized) is 0.541. (2) The peptide sequence is FFPPNYKLLKDLF. The MHC is DRB4_0101 with pseudo-sequence DRB4_0103. The binding affinity (normalized) is 0.0670. (3) The peptide sequence is YDKFLAPVSTVLTGK. The MHC is DRB1_0405 with pseudo-sequence DRB1_0405. The binding affinity (normalized) is 0.537. (4) The peptide sequence is TLWQRPLVTIKIGGQLIEAL. The MHC is DRB5_0101 with pseudo-sequence DRB5_0101. The binding affinity (normalized) is 0.206. (5) The peptide sequence is WIILGLNKIVRMYSPTSI. The MHC is DRB1_1101 with pseudo-sequence DRB1_1101. The binding affinity (normalized) is 0.727. (6) The peptide sequence is AAGTYVAADAAAAST. The MHC is HLA-DQA10102-DQB10602 with pseudo-sequence HLA-DQA10102-DQB10602. The binding affinity (normalized) is 0.0167.